From a dataset of Full USPTO retrosynthesis dataset with 1.9M reactions from patents (1976-2016). Predict the reactants needed to synthesize the given product. (1) Given the product [N:17]1[CH:18]=[CH:19][CH:20]=[CH:21][C:16]=1[N:4]1[CH2:5][CH2:6][CH2:7][N:1]([C:8]([O:10][C:11]([CH3:14])([CH3:13])[CH3:12])=[O:9])[CH2:2][CH2:3]1, predict the reactants needed to synthesize it. The reactants are: [N:1]1([C:8]([O:10][C:11]([CH3:14])([CH3:13])[CH3:12])=[O:9])[CH2:7][CH2:6][CH2:5][NH:4][CH2:3][CH2:2]1.Br[C:16]1[CH:21]=[CH:20][CH:19]=[CH:18][N:17]=1. (2) Given the product [CH:9]1([O:12][C:13]([N:15]2[CH2:16][CH2:17][CH:18]([N:21]3[C:25]4=[N:26][CH:27]=[N:28][C:29]([O:30][C:31]5[C:32]([CH3:37])=[N:33][CH:34]=[CH:35][CH:36]=5)=[C:24]4[CH:23]=[N:22]3)[CH2:19][CH2:20]2)=[O:14])[CH2:8][CH2:7][CH2:6][CH2:11]1, predict the reactants needed to synthesize it. The reactants are: [H-].[Na+].[N+]([C:6]1[CH:11]=C[C:9]([O:12][C:13]([N:15]2[CH2:20][CH2:19][CH:18]([N:21]3[C:25]4=[N:26][CH:27]=[N:28][C:29]([O:30][C:31]5[C:32]([CH3:37])=[N:33][CH:34]=[CH:35][CH:36]=5)=[C:24]4[CH:23]=[N:22]3)[CH2:17][CH2:16]2)=[O:14])=[CH:8][CH:7]=1)([O-])=O.C1(O)CCCC1.O.